From a dataset of Forward reaction prediction with 1.9M reactions from USPTO patents (1976-2016). Predict the product of the given reaction. (1) Given the reactants [Cl:1][C:2]1[S:6][C:5]([C:7]2[C:12]([CH2:13][OH:14])=[C:11]([CH:15]([CH3:17])[CH3:16])[N:10]=[C:9]3[N:18]([CH2:21][CH3:22])[N:19]=[CH:20][C:8]=23)=[CH:4][CH:3]=1, predict the reaction product. The product is: [Cl:1][C:2]1[S:6][C:5]([C:7]2[C:12]([CH:13]=[O:14])=[C:11]([CH:15]([CH3:17])[CH3:16])[N:10]=[C:9]3[N:18]([CH2:21][CH3:22])[N:19]=[CH:20][C:8]=23)=[CH:4][CH:3]=1. (2) Given the reactants [Cl:1][C:2]1[N:7]=[C:6]([N+:8]([O-])=O)[C:5]([NH2:11])=[CH:4][CH:3]=1, predict the reaction product. The product is: [Cl:1][C:2]1[N:7]=[C:6]([NH2:8])[C:5]([NH2:11])=[CH:4][CH:3]=1. (3) Given the reactants CS[C:3](SC)=[CH:4][N+:5]([O-:7])=[O:6].[O:10]1[CH2:14][CH2:13][CH:12]([CH2:15][NH:16][CH2:17][CH2:18][NH2:19])[CH2:11]1, predict the reaction product. The product is: [N+:5]([CH:4]=[C:3]1[NH:19][CH2:18][CH2:17][N:16]1[CH2:15][CH:12]1[CH2:13][CH2:14][O:10][CH2:11]1)([O-:7])=[O:6]. (4) Given the reactants CN([CH:4]=[O:5])C.P(Cl)(Cl)([Cl:8])=O.[CH3:11][CH:12]1[CH2:17][CH2:16][CH2:15][C:14](=O)[CH2:13]1.C([O-])(=O)C.[Na+], predict the reaction product. The product is: [Cl:8][C:14]1[CH2:13][CH:12]([CH3:11])[CH2:17][CH2:16][C:15]=1[CH:4]=[O:5]. (5) Given the reactants [CH3:1][C:2]1[C:6]([C:7]2[CH:19]=[C:18]([C:20]([NH2:22])=[O:21])[C:17]3[C:16]4[C:11](=[CH:12][C:13]([C:23]([OH:26])([CH3:25])[CH3:24])=[CH:14][CH:15]=4)[N:10]([C@H:27]([C:34]4[CH:39]=[CH:38][CH:37]=[CH:36][CH:35]=4)[CH:28]4[CH2:33][CH2:32][O:31][CH2:30][CH2:29]4)[C:9]=3[CH:8]=2)=[C:5]([CH3:40])[O:4][N:3]=1.[C:41](O)(C(F)(F)F)=O, predict the reaction product. The product is: [CH3:40][C:5]1[O:4][N:3]=[C:2]([CH3:1])[C:6]=1[C:7]1[CH:19]=[C:18]([C:20]([NH2:22])=[O:21])[C:17]2[C:16]3[C:11](=[CH:12][C:13]([C:23]([O:26][CH3:41])([CH3:25])[CH3:24])=[CH:14][CH:15]=3)[N:10]([C@@H:27]([CH:28]3[CH2:33][CH2:32][O:31][CH2:30][CH2:29]3)[C:34]3[CH:39]=[CH:38][CH:37]=[CH:36][CH:35]=3)[C:9]=2[CH:8]=1. (6) Given the reactants [S:1]1[C:5]2[C:6]3[CH:12]=[N:11][NH:10][C:7]=3[CH:8]=[CH:9][C:4]=2[N:3]=[C:2]1[NH2:13].[Cl:14][CH:15]([C:19]1[CH:24]=[CH:23][CH:22]=[CH:21][CH:20]=1)[C:16](Cl)=[O:17].C(N([CH2:30][CH3:31])CC)C.[OH2:32], predict the reaction product. The product is: [Cl:14][CH:15]([C:19]1[CH:24]=[CH:23][CH:22]=[CH:21][CH:20]=1)[C:16]([NH:13][C:2]1[S:1][C:5]2[C:6]3[CH:12]=[N:11][N:10]([C:16](=[O:32])[CH:15]([Cl:14])[C:31]4[CH:30]=[CH:21][CH:20]=[CH:19][CH:24]=4)[C:7]=3[CH:8]=[CH:9][C:4]=2[N:3]=1)=[O:17]. (7) The product is: [CH3:18][O:17][C:12]1[C:11]([CH2:9][C:6]2[CH:5]=[CH:4][C:3]([O:2][CH3:1])=[CH:8][CH:7]=2)=[CH:16][CH:15]=[CH:14][N:13]=1. Given the reactants [CH3:1][O:2][C:3]1[CH:8]=[CH:7][C:6]([CH:9]([C:11]2[C:12]([O:17][CH3:18])=[N:13][CH:14]=[CH:15][CH:16]=2)O)=[CH:5][CH:4]=1, predict the reaction product. (8) Given the reactants [F:1][C:2]([F:26])([F:25])[C:3]1[CH:24]=[CH:23][C:6]([CH2:7][O:8][N:9]=[C:10]([C:12]2[CH:13]=[CH:14][C:15]([O:18][CH2:19][C:20]([NH2:22])=O)=[N:16][CH:17]=2)[CH3:11])=[CH:5][CH:4]=1.C(Cl)(=O)C(Cl)=O.C(N(CC)CC)C.O, predict the reaction product. The product is: [F:26][C:2]([F:1])([F:25])[C:3]1[CH:24]=[CH:23][C:6]([CH2:7][O:8][N:9]=[C:10]([C:12]2[CH:13]=[CH:14][C:15]([O:18][CH2:19][C:20]#[N:22])=[N:16][CH:17]=2)[CH3:11])=[CH:5][CH:4]=1. (9) Given the reactants [C:1]([O:5][C:6]([N:8]1[CH2:13][CH2:12][CH:11]([CH:14]([C:22]([O:24][CH2:25][CH3:26])=[O:23])[N:15]2[CH2:20][CH2:19][C:18](=[O:21])[CH2:17][CH2:16]2)[CH2:10][CH2:9]1)=[O:7])([CH3:4])([CH3:3])[CH3:2].C[Si]([N-][Si](C)(C)C)(C)C.[Li+].C1C=CC(N([S:44]([C:47]([F:50])([F:49])[F:48])(=[O:46])=[O:45])[S:44]([C:47]([F:50])([F:49])[F:48])(=[O:46])=[O:45])=CC=1, predict the reaction product. The product is: [C:1]([O:5][C:6]([N:8]1[CH2:13][CH2:12][CH:11]([CH:14]([C:22]([O:24][CH2:25][CH3:26])=[O:23])[N:15]2[CH2:16][CH:17]=[C:18]([O:21][S:44]([C:47]([F:50])([F:49])[F:48])(=[O:46])=[O:45])[CH2:19][CH2:20]2)[CH2:10][CH2:9]1)=[O:7])([CH3:4])([CH3:3])[CH3:2].